This data is from Merck oncology drug combination screen with 23,052 pairs across 39 cell lines. The task is: Regression. Given two drug SMILES strings and cell line genomic features, predict the synergy score measuring deviation from expected non-interaction effect. (1) Drug 1: C=CCn1c(=O)c2cnc(Nc3ccc(N4CCN(C)CC4)cc3)nc2n1-c1cccc(C(C)(C)O)n1. Drug 2: NC1(c2ccc(-c3nc4ccn5c(=O)[nH]nc5c4cc3-c3ccccc3)cc2)CCC1. Cell line: HT29. Synergy scores: synergy=9.46. (2) Drug 1: CCC1(O)CC2CN(CCc3c([nH]c4ccccc34)C(C(=O)OC)(c3cc4c(cc3OC)N(C)C3C(O)(C(=O)OC)C(OC(C)=O)C5(CC)C=CCN6CCC43C65)C2)C1. Drug 2: CNC(=O)c1cc(Oc2ccc(NC(=O)Nc3ccc(Cl)c(C(F)(F)F)c3)cc2)ccn1. Cell line: A427. Synergy scores: synergy=11.0. (3) Drug 1: NC1(c2ccc(-c3nc4ccn5c(=O)[nH]nc5c4cc3-c3ccccc3)cc2)CCC1. Drug 2: CNC(=O)c1cc(Oc2ccc(NC(=O)Nc3ccc(Cl)c(C(F)(F)F)c3)cc2)ccn1. Cell line: SKMES1. Synergy scores: synergy=13.8. (4) Drug 1: CS(=O)(=O)CCNCc1ccc(-c2ccc3ncnc(Nc4ccc(OCc5cccc(F)c5)c(Cl)c4)c3c2)o1. Cell line: NCIH460. Drug 2: Cc1nc(Nc2ncc(C(=O)Nc3c(C)cccc3Cl)s2)cc(N2CCN(CCO)CC2)n1. Synergy scores: synergy=-15.6. (5) Drug 1: COC1CC2CCC(C)C(O)(O2)C(=O)C(=O)N2CCCCC2C(=O)OC(C(C)CC2CCC(OP(C)(C)=O)C(OC)C2)CC(=O)C(C)C=C(C)C(O)C(OC)C(=O)C(C)CC(C)C=CC=CC=C1C. Drug 2: CCc1cnn2c(NCc3ccc[n+]([O-])c3)cc(N3CCCCC3CCO)nc12. Cell line: HT29. Synergy scores: synergy=-3.54. (6) Drug 1: CN1C(=O)C=CC2(C)C3CCC4(C)C(NC(=O)OCC(F)(F)F)CCC4C3CCC12. Drug 2: COc1cccc2c1C(=O)c1c(O)c3c(c(O)c1C2=O)CC(O)(C(=O)CO)CC3OC1CC(N)C(O)C(C)O1. Cell line: A427. Synergy scores: synergy=7.28.